Dataset: Peptide-MHC class I binding affinity with 185,985 pairs from IEDB/IMGT. Task: Regression. Given a peptide amino acid sequence and an MHC pseudo amino acid sequence, predict their binding affinity value. This is MHC class I binding data. (1) The peptide sequence is WQLGTRWRY. The MHC is HLA-A31:01 with pseudo-sequence HLA-A31:01. The binding affinity (normalized) is 0.0847. (2) The peptide sequence is VLKLRFWLI. The MHC is HLA-B44:02 with pseudo-sequence HLA-B44:02. The binding affinity (normalized) is 0.0847.